From a dataset of NCI-60 drug combinations with 297,098 pairs across 59 cell lines. Regression. Given two drug SMILES strings and cell line genomic features, predict the synergy score measuring deviation from expected non-interaction effect. (1) Drug 1: CC(CN1CC(=O)NC(=O)C1)N2CC(=O)NC(=O)C2. Drug 2: CN(CC1=CN=C2C(=N1)C(=NC(=N2)N)N)C3=CC=C(C=C3)C(=O)NC(CCC(=O)O)C(=O)O. Cell line: CAKI-1. Synergy scores: CSS=32.6, Synergy_ZIP=-11.9, Synergy_Bliss=-7.11, Synergy_Loewe=-2.07, Synergy_HSA=-2.28. (2) Drug 1: CCC(=C(C1=CC=CC=C1)C2=CC=C(C=C2)OCCN(C)C)C3=CC=CC=C3.C(C(=O)O)C(CC(=O)O)(C(=O)O)O. Drug 2: CC1C(C(CC(O1)OC2CC(CC3=C2C(=C4C(=C3O)C(=O)C5=CC=CC=C5C4=O)O)(C(=O)C)O)N)O. Cell line: CCRF-CEM. Synergy scores: CSS=38.9, Synergy_ZIP=0.0132, Synergy_Bliss=-0.985, Synergy_Loewe=-6.96, Synergy_HSA=0.739. (3) Drug 1: C1=NC2=C(N1)C(=S)N=C(N2)N. Drug 2: C1=CN(C=N1)CC(O)(P(=O)(O)O)P(=O)(O)O. Cell line: CCRF-CEM. Synergy scores: CSS=28.8, Synergy_ZIP=1.63, Synergy_Bliss=-3.98, Synergy_Loewe=-22.0, Synergy_HSA=-3.76. (4) Drug 1: C1=CC(=CC=C1CCC2=CNC3=C2C(=O)NC(=N3)N)C(=O)NC(CCC(=O)O)C(=O)O. Drug 2: CCC(=C(C1=CC=CC=C1)C2=CC=C(C=C2)OCCN(C)C)C3=CC=CC=C3.C(C(=O)O)C(CC(=O)O)(C(=O)O)O. Cell line: KM12. Synergy scores: CSS=19.4, Synergy_ZIP=-4.38, Synergy_Bliss=-2.46, Synergy_Loewe=1.31, Synergy_HSA=1.44.